Dataset: Forward reaction prediction with 1.9M reactions from USPTO patents (1976-2016). Task: Predict the product of the given reaction. (1) Given the reactants [BH4-].[Na+].[NH2:3][C:4]([C:6]1[C:7]([C:21]2[CH:26]=[CH:25][C:24]([N+:27]([O-:29])=[O:28])=[CH:23][CH:22]=2)=[N:8][S:9][C:10]=1[NH:11][C:12]([NH:14][CH2:15][CH2:16][C:17](OC)=[O:18])=[O:13])=[O:5].CO, predict the reaction product. The product is: [OH:18][CH2:17][CH2:16][CH2:15][NH:14][C:12]([NH:11][C:10]1[S:9][N:8]=[C:7]([C:21]2[CH:26]=[CH:25][C:24]([N+:27]([O-:29])=[O:28])=[CH:23][CH:22]=2)[C:6]=1[C:4]([NH2:3])=[O:5])=[O:13]. (2) The product is: [CH3:28][S:27][C:24]1[CH:23]=[CH:22][C:21]([C:20]2[O:19][N:18]=[CH:17][C:16]=2[CH2:3][CH2:2][C:1]([OH:9])=[O:8])=[CH:26][CH:25]=1. Given the reactants [C:1]([O:9]CC)(=[O:8])[CH2:2][C:3](OCC)=O.[H-].[Na+].ClC[C:16]1[CH:17]=[N:18][O:19][C:20]=1[C:21]1[CH:26]=[CH:25][C:24]([S:27][CH3:28])=[CH:23][CH:22]=1.Cl, predict the reaction product. (3) Given the reactants [CH2:1]([O:8][C:9]1[CH:14]=[CH:13][C:12]([N:15]([CH3:48])[C:16]([C:18]2[CH:19]=[C:20]([C:27]3[CH:28]=[C:29]4[C:34](=[CH:35][C:36]=3[C:37]([O:39]C)=[O:38])[CH2:33][N:32]([C:41]([O:43][C:44]([CH3:47])([CH3:46])[CH3:45])=[O:42])[CH2:31][CH2:30]4)[N:21]3[C:26]=2[CH2:25][CH2:24][CH2:23][CH2:22]3)=[O:17])=[CH:11][CH:10]=1)[C:2]1[CH:7]=[CH:6][CH:5]=[CH:4][CH:3]=1.[Li+].[OH-].Cl, predict the reaction product. The product is: [CH2:1]([O:8][C:9]1[CH:14]=[CH:13][C:12]([N:15]([CH3:48])[C:16]([C:18]2[CH:19]=[C:20]([C:27]3[CH:28]=[C:29]4[C:34](=[CH:35][C:36]=3[C:37]([OH:39])=[O:38])[CH2:33][N:32]([C:41]([O:43][C:44]([CH3:46])([CH3:45])[CH3:47])=[O:42])[CH2:31][CH2:30]4)[N:21]3[C:26]=2[CH2:25][CH2:24][CH2:23][CH2:22]3)=[O:17])=[CH:11][CH:10]=1)[C:2]1[CH:3]=[CH:4][CH:5]=[CH:6][CH:7]=1. (4) Given the reactants [NH:1]1[C:9]2[C:4](=[CH:5][CH:6]=[C:7](N)[CH:8]=2)[CH:3]=[N:2]1.F[B-](F)(F)F.[H+].N([O-])=[O:18].[Na+], predict the reaction product. The product is: [NH:1]1[C:9]2[C:4](=[CH:5][CH:6]=[C:7]([OH:18])[CH:8]=2)[CH:3]=[N:2]1. (5) Given the reactants [Br:1][C:2]1[CH:15]=[CH:14][C:5]([C:6]([C:8]2[CH:13]=[CH:12][CH:11]=[CH:10][CH:9]=2)=O)=[CH:4][CH:3]=1.C(OP([CH2:24][C:25]1[CH:30]=[CH:29][C:28]([CH2:31]P(OCC)(OCC)=O)=[CH:27][C:26]=1[SiH2:40][C:41]([CH3:50])([CH3:49])[CH2:42][CH2:43][CH2:44][CH2:45][CH2:46][CH2:47][CH3:48])(OCC)=O)C.[C:51](O[K])([CH3:54])([CH3:53])[CH3:52].S(=O)(=O)(O)O, predict the reaction product. The product is: [Br:1][C:2]1[CH:15]=[CH:14][C:5]([C:6]([C:8]2[CH:13]=[CH:12][CH:11]=[CH:10][CH:9]=2)=[CH:24][C:25]2[CH:30]=[CH:29][C:28]([CH:31]=[C:52]([C:8]3[CH:13]=[CH:12][CH:11]=[CH:10][CH:9]=3)[C:51]3[CH:54]=[CH:15][C:2]([Br:1])=[CH:3][CH:53]=3)=[CH:27][C:26]=2[SiH2:40][C:41]([CH3:49])([CH3:50])[CH2:42][CH2:43][CH2:44][CH2:45][CH2:46][CH2:47][CH3:48])=[CH:4][CH:3]=1.